From a dataset of Reaction yield outcomes from USPTO patents with 853,638 reactions. Predict the reaction yield, written as a fraction of the theoretical maximum amount of product (1.0 means a 100% yield; for example, 0.34 means a 34% yield). (1) The reactants are [OH:1][C:2]([C:5]1[N:9]2[CH2:10][CH2:11][N:12](C(OC(C)(C)C)=O)[CH2:13][C:8]2=[N:7][N:6]=1)([CH3:4])[CH3:3].[ClH:21].C(OCC)C.O1CCOCC1. The catalyst is C(Cl)Cl. The product is [ClH:21].[ClH:21].[N:7]1[N:6]=[C:5]([C:2]([OH:1])([CH3:3])[CH3:4])[N:9]2[CH2:10][CH2:11][NH:12][CH2:13][C:8]=12. The yield is 1.03. (2) The reactants are [C:1]([O:5][C:6]([NH:8][CH2:9][CH:10]([OH:13])[CH2:11]I)=[O:7])([CH3:4])([CH3:3])[CH3:2].[C:14]([O-:17])(=[S:16])[CH3:15].[K+]. The catalyst is CC(C)=O. The product is [C:14]([S:16][CH2:11][CH:10]([OH:13])[CH2:9][NH:8][C:6]([O:5][C:1]([CH3:4])([CH3:3])[CH3:2])=[O:7])(=[O:17])[CH3:15]. The yield is 0.270. (3) The reactants are [NH:1]1[C:9]2[C:4](=[CH:5][CH:6]=[CH:7][CH:8]=2)[CH2:3][C:2]1=[O:10].C[Si](C)(C)N[Si](C)(C)C.[Na].[NH2:21][C:22]1[CH:23]=[C:24]2[C:29](=[CH:30][CH:31]=1)[C:27](=O)[O:26][CH2:25]2.Cl.C([O-])(O)=O.[Na+]. The catalyst is CN(C=O)C. The product is [NH2:21][C:22]1[CH:23]=[C:24]2[C:29](=[CH:30][CH:31]=1)[C:27](=[C:3]1[C:4]3[C:9](=[CH:8][CH:7]=[CH:6][CH:5]=3)[NH:1][C:2]1=[O:10])[O:26][CH2:25]2. The yield is 0.350. (4) The reactants are [NH:1]1[C:9]2[C:4](=[CH:5][CH:6]=[CH:7][CH:8]=2)[C:3]([C@H:10]([CH3:33])[C@@H:11]([NH:17][C:18]([N:20]2[CH2:25][CH2:24][N:23]([C:26]3[CH:31]=[CH:30][CH:29]=[CH:28][CH:27]=3)[C:22](=[O:32])[CH2:21]2)=[O:19])[C:12]([O:14]CC)=[O:13])=[CH:2]1.[OH-:34].[Na+]. The catalyst is C(O)C. The product is [NH:23]([CH2:24][CH2:25][N:20]([CH2:21][C:22]([OH:34])=[O:32])[C:18]([NH:17][C@H:11]([C@H:10]([C:3]1[C:4]2[C:9](=[CH:8][CH:7]=[CH:6][CH:5]=2)[NH:1][CH:2]=1)[CH3:33])[C:12]([OH:14])=[O:13])=[O:19])[C:26]1[CH:27]=[CH:28][CH:29]=[CH:30][CH:31]=1. The yield is 0.550.